From a dataset of Forward reaction prediction with 1.9M reactions from USPTO patents (1976-2016). Predict the product of the given reaction. (1) Given the reactants C(O[C:6]([N:8]1[CH2:12][C:11](=[N:13][O:14][CH3:15])[CH2:10][C@H:9]1[C:16]([OH:18])=O)=[O:7])(C)(C)C.[C:19]([C:21]1[CH:26]=[CH:25][CH:24]=[CH:23][C:22]=1[C:27]1[CH:32]=[CH:31][C:30](C(O)=O)=[CH:29][CH:28]=1)#[N:20].[NH2:36][C@@H:37]1[CH2:42][CH2:41][CH2:40][CH2:39][C@H:38]1[CH2:43][OH:44], predict the reaction product. The product is: [C:19]([C:21]1[CH:26]=[CH:25][CH:24]=[CH:23][C:22]=1[C:27]1[CH:28]=[CH:29][C:30]([C:6]([N:8]2[CH2:12][C:11](=[N:13][O:14][CH3:15])[CH2:10][C@H:9]2[C:16]([NH:36][C@@H:37]2[CH2:42][CH2:41][CH2:40][CH2:39][C@H:38]2[CH2:43][OH:44])=[O:18])=[O:7])=[CH:31][CH:32]=1)#[N:20]. (2) Given the reactants [Cl:1][C:2]1[CH:3]=[C:4]([CH:9]=[C:10]([C:13]#[N:14])[C:11]=1[OH:12])[C:5]([O:7][CH3:8])=[O:6].[C:15](=O)([O-])[O-].[K+].[K+].COS(=O)(=O)OC, predict the reaction product. The product is: [Cl:1][C:2]1[CH:3]=[C:4]([CH:9]=[C:10]([C:13]#[N:14])[C:11]=1[O:12][CH3:15])[C:5]([O:7][CH3:8])=[O:6]. (3) Given the reactants C[O:2][C:3]([C:5]1[N:13]=[C:12]2[C:8]([N:9]=[CH:10][N:11]2[C@@H:14]2[CH2:18][C@H:17]([N:19]([C:24]([O:26][C:27]([CH3:30])([CH3:29])[CH3:28])=[O:25])C(=O)CC)[C@@H:16]([OH:31])[C@H:15]2[OH:32])=[C:7]([NH:33][CH2:34][CH:35]([C:42]2[CH:47]=[CH:46][CH:45]=[CH:44][CH:43]=2)[C:36]2[CH:41]=[CH:40][CH:39]=[CH:38][CH:37]=2)[N:6]=1)=O.[CH2:48]([NH2:51])[CH2:49][NH2:50], predict the reaction product. The product is: [C:27]([O:26][C:24](=[O:25])[NH:19][C@H:17]1[CH2:18][C@@H:14]([N:11]2[CH:10]=[N:9][C:8]3[C:12]2=[N:13][C:5]([C:3](=[O:2])[NH:50][CH2:49][CH2:48][NH2:51])=[N:6][C:7]=3[NH:33][CH2:34][CH:35]([C:42]2[CH:47]=[CH:46][CH:45]=[CH:44][CH:43]=2)[C:36]2[CH:37]=[CH:38][CH:39]=[CH:40][CH:41]=2)[C@H:15]([OH:32])[C@@H:16]1[OH:31])([CH3:28])([CH3:30])[CH3:29].